This data is from NCI-60 drug combinations with 297,098 pairs across 59 cell lines. The task is: Regression. Given two drug SMILES strings and cell line genomic features, predict the synergy score measuring deviation from expected non-interaction effect. (1) Drug 1: CC12CCC3C(C1CCC2O)C(CC4=C3C=CC(=C4)O)CCCCCCCCCS(=O)CCCC(C(F)(F)F)(F)F. Drug 2: CNC(=O)C1=NC=CC(=C1)OC2=CC=C(C=C2)NC(=O)NC3=CC(=C(C=C3)Cl)C(F)(F)F. Cell line: K-562. Synergy scores: CSS=4.19, Synergy_ZIP=-0.812, Synergy_Bliss=0.911, Synergy_Loewe=1.70, Synergy_HSA=0.409. (2) Drug 1: CC1OCC2C(O1)C(C(C(O2)OC3C4COC(=O)C4C(C5=CC6=C(C=C35)OCO6)C7=CC(=C(C(=C7)OC)O)OC)O)O. Drug 2: CCC1(CC2CC(C3=C(CCN(C2)C1)C4=CC=CC=C4N3)(C5=C(C=C6C(=C5)C78CCN9C7C(C=CC9)(C(C(C8N6C=O)(C(=O)OC)O)OC(=O)C)CC)OC)C(=O)OC)O.OS(=O)(=O)O. Cell line: OVCAR-8. Synergy scores: CSS=40.9, Synergy_ZIP=-3.64, Synergy_Bliss=-2.83, Synergy_Loewe=-3.17, Synergy_HSA=-2.87. (3) Drug 1: C1C(C(OC1N2C=C(C(=O)NC2=O)F)CO)O. Drug 2: CCC1(C2=C(COC1=O)C(=O)N3CC4=CC5=C(C=CC(=C5CN(C)C)O)N=C4C3=C2)O.Cl. Cell line: MCF7. Synergy scores: CSS=16.5, Synergy_ZIP=-10.3, Synergy_Bliss=-5.00, Synergy_Loewe=-2.87, Synergy_HSA=-1.43. (4) Drug 1: CS(=O)(=O)C1=CC(=C(C=C1)C(=O)NC2=CC(=C(C=C2)Cl)C3=CC=CC=N3)Cl. Drug 2: C1=CC(=CC=C1C#N)C(C2=CC=C(C=C2)C#N)N3C=NC=N3. Cell line: NCI-H226. Synergy scores: CSS=12.7, Synergy_ZIP=0.184, Synergy_Bliss=4.23, Synergy_Loewe=4.13, Synergy_HSA=4.18. (5) Drug 1: CS(=O)(=O)C1=CC(=C(C=C1)C(=O)NC2=CC(=C(C=C2)Cl)C3=CC=CC=N3)Cl. Drug 2: CN(CCCl)CCCl.Cl. Cell line: SK-OV-3. Synergy scores: CSS=0.511, Synergy_ZIP=-0.199, Synergy_Bliss=-0.279, Synergy_Loewe=-1.85, Synergy_HSA=-1.79. (6) Drug 1: CC1CCC2CC(C(=CC=CC=CC(CC(C(=O)C(C(C(=CC(C(=O)CC(OC(=O)C3CCCCN3C(=O)C(=O)C1(O2)O)C(C)CC4CCC(C(C4)OC)OCCO)C)C)O)OC)C)C)C)OC. Drug 2: C1=NC2=C(N1)C(=S)N=CN2. Cell line: RXF 393. Synergy scores: CSS=31.7, Synergy_ZIP=-3.53, Synergy_Bliss=-2.52, Synergy_Loewe=-0.103, Synergy_HSA=1.52.